Dataset: Forward reaction prediction with 1.9M reactions from USPTO patents (1976-2016). Task: Predict the product of the given reaction. (1) Given the reactants [CH3:1][O:2][C:3](=[O:24])[CH:4]([N:6]1[CH:11]=[CH:10][CH:9]=[C:8]([NH:12]C(OCC2C=CC=CC=2)=O)[C:7]1=[O:23])[CH3:5], predict the reaction product. The product is: [NH2:12][C:8]1[C:7](=[O:23])[N:6]([CH:4]([CH3:5])[C:3]([O:2][CH3:1])=[O:24])[CH:11]=[CH:10][CH:9]=1. (2) Given the reactants Cl[C:2]1[N:6]([CH3:7])[C:5]2[C:8]([CH:13]([CH2:16][CH3:17])[CH2:14][CH3:15])=[CH:9][CH:10]=[C:11]([Cl:12])[C:4]=2[N:3]=1.[Cl:18][C:19]1[CH:24]=[C:23]([N:25]([CH3:27])[CH3:26])[CH:22]=[C:21](Cl)[C:20]=1[OH:29].C(=O)([O-])[O-].[K+].[K+].CN1CCCC1=O, predict the reaction product. The product is: [Cl:18][C:19]1[CH:24]=[C:23]([CH:22]=[CH:21][C:20]=1[O:29][C:2]1[N:6]([CH3:7])[C:5]2[C:8]([CH:13]([CH2:16][CH3:17])[CH2:14][CH3:15])=[CH:9][CH:10]=[C:11]([Cl:12])[C:4]=2[N:3]=1)[N:25]([CH3:27])[CH3:26]. (3) The product is: [Cl:31][C:32]1[N:37]=[C:36]([C:44]2[CH:43]=[CH:42][C:41]([Cl:40])=[C:46]([Cl:47])[CH:45]=2)[C:35]([Cl:39])=[CH:34][N:33]=1. Given the reactants C1(P(C2C=CC=CC=2)CCCCP(C2C=CC=CC=2)C2C=CC=CC=2)C=CC=CC=1.[Cl:31][C:32]1[N:37]=[C:36](Cl)[C:35]([Cl:39])=[CH:34][N:33]=1.[Cl:40][C:41]1[CH:42]=[C:43](B(O)O)[CH:44]=[CH:45][C:46]=1[Cl:47].C([O-])([O-])=O.[Na+].[Na+], predict the reaction product. (4) Given the reactants Br[C:2]1[N:3]=[CH:4][C:5]([O:31][CH3:32])=[C:6]2[C:10]([C:11](=[O:30])[C:12]([N:14]3[CH2:23][CH2:22][C:21]4[C:16](=[CH:17][CH:18]=[CH:19][C:20]=4[C:24]4[CH:29]=[CH:28][CH:27]=[CH:26][N:25]=4)[CH2:15]3)=[O:13])=[CH:9][NH:8][C:7]=12.[OH2:33].[CH2:34]([N:36]([CH2:39]C)CC)C.CN, predict the reaction product. The product is: [CH3:32][O:31][C:5]1[CH:4]=[N:3][C:2]([C:34]([NH:36][CH3:39])=[O:33])=[C:7]2[NH:8][CH:9]=[C:10]([C:11](=[O:30])[C:12](=[O:13])[N:14]3[CH2:23][CH2:22][C:21]4[C:16](=[CH:17][CH:18]=[CH:19][C:20]=4[C:24]4[CH:29]=[CH:28][CH:27]=[CH:26][N:25]=4)[CH2:15]3)[C:6]=12. (5) Given the reactants [N:1]1([C:7]2[CH:8]=[C:9]([OH:13])[CH:10]=[CH:11][CH:12]=2)[CH2:6][CH2:5][NH:4][CH2:3][CH2:2]1.[C:14]([O:18][C:19](N1CCN(C2C=CC(O)=CC=2)CC1)=[O:20])([CH3:17])([CH3:16])[CH3:15], predict the reaction product. The product is: [C:14]([O:18][C:19]([N:4]1[CH2:3][CH2:2][N:1]([C:7]2[CH:12]=[CH:11][CH:10]=[C:9]([OH:13])[CH:8]=2)[CH2:6][CH2:5]1)=[O:20])([CH3:17])([CH3:16])[CH3:15].